The task is: Predict the product of the given reaction.. This data is from Forward reaction prediction with 1.9M reactions from USPTO patents (1976-2016). (1) Given the reactants [C:1]([O:5][C:6](=[O:27])[C:7]1[CH:12]=[CH:11][C:10]([S:13][CH2:14][CH2:15][CH2:16][CH2:17][CH2:18][CH2:19][CH2:20][CH2:21][CH2:22][C:23]([O:25]C)=[O:24])=[CH:9][CH:8]=1)([CH3:4])([CH3:3])[CH3:2].[OH-].[Na+].Cl.CCOC(C)=O, predict the reaction product. The product is: [C:1]([O:5][C:6](=[O:27])[C:7]1[CH:12]=[CH:11][C:10]([S:13][CH2:14][CH2:15][CH2:16][CH2:17][CH2:18][CH2:19][CH2:20][CH2:21][CH2:22][C:23]([OH:25])=[O:24])=[CH:9][CH:8]=1)([CH3:4])([CH3:2])[CH3:3]. (2) Given the reactants [NH:1]1[CH:5]=[CH:4][C:3]([C:6]([O:8][CH3:9])=[O:7])=[N:2]1.C(=NO)C1C(=CC=CC=1)O.C([O-])([O-])=O.[Cs+].[Cs+].[CH3:26][N:27]1[CH:31]=[C:30](I)[CH:29]=[N:28]1, predict the reaction product. The product is: [CH3:26][N:27]1[CH:31]=[C:30]([N:1]2[CH:5]=[CH:4][C:3]([C:6]([O:8][CH3:9])=[O:7])=[N:2]2)[CH:29]=[N:28]1.